This data is from Peptide-MHC class II binding affinity with 134,281 pairs from IEDB. The task is: Regression. Given a peptide amino acid sequence and an MHC pseudo amino acid sequence, predict their binding affinity value. This is MHC class II binding data. (1) The peptide sequence is FTVQKGSDPKKLVLN. The MHC is DRB1_0701 with pseudo-sequence DRB1_0701. The binding affinity (normalized) is 0.136. (2) The peptide sequence is GELQIVDKIDAQFKI. The MHC is DRB4_0101 with pseudo-sequence DRB4_0103. The binding affinity (normalized) is 0.772.